Dataset: Catalyst prediction with 721,799 reactions and 888 catalyst types from USPTO. Task: Predict which catalyst facilitates the given reaction. Reactant: [Br:1][C:2]1[CH:3]=[C:4]2[C:9](=[CH:10][C:11]=1[C:12]([P:15]([O:20][CH2:21][CH3:22])([O:17][CH2:18][CH3:19])=[O:16])([F:14])[F:13])[N:8]=[C:7]([C:23]([OH:25])=O)[CH:6]=[CH:5]2.CCN=C=NCCCN(C)C.Cl.[NH2:38][C:39]1[CH:44]=[CH:43][CH:42]=[CH:41][CH:40]=1.CCN(C(C)C)C(C)C. Product: [CH2:18]([O:17][P:15]([C:12]([C:11]1[CH:10]=[C:9]2[C:4]([CH:5]=[CH:6][C:7]([C:23]([NH:38][C:39]3[CH:44]=[CH:43][CH:42]=[CH:41][CH:40]=3)=[O:25])=[N:8]2)=[CH:3][C:2]=1[Br:1])([F:13])[F:14])(=[O:16])[O:20][CH2:21][CH3:22])[CH3:19]. The catalyst class is: 2.